Dataset: Catalyst prediction with 721,799 reactions and 888 catalyst types from USPTO. Task: Predict which catalyst facilitates the given reaction. Product: [C:20]([C:10]1[CH:11]=[C:2]([Br:1])[CH:3]=[C:4]2[C:9]=1[O:8][C:7]([CH3:13])([CH3:12])[CH2:6][C:5]2([CH3:15])[CH3:14])(=[O:22])[CH3:21]. Reactant: [Br:1][C:2]1[CH:3]=[C:4]2[C:9](=[CH:10][CH:11]=1)[O:8][C:7]([CH3:13])([CH3:12])[CH2:6][C:5]2([CH3:15])[CH3:14].[Cl-].[Al+3].[Cl-].[Cl-].[C:20](Cl)(=[O:22])[CH3:21]. The catalyst class is: 46.